This data is from TAP: 5 developability metrics (CDR length, charge patches, hydrophobicity). The task is: Multi-output Regression. Predict 5 antibody developability metrics. (1) The antibody is ["['QVQLVQSGAEVKKPGASVKVSCKASGYTFTSHWMHWVRQAPGQGLEWIGEFNPSNGRTNYNEKFKSKATMTVDTSTNTAYMELSSLRSEDTAVYYCASRDYDYDGRYFDYWGQGTLVTVSS'\\n 'DIQMTQSPSSLSASVGDRVTITCSASSSVTYMYWYQQKPGKAPKLLIYDTSNLASGVPSRFSGSGSGTDYTFTISSLQPEDIATYYCQQWSSHIFTFGQGTKVEIK']"]. Developability metrics: CDR_Length=47.0, PSH=102, PPC=0.00360, PNC=0.692, SFvCSP=-0.990. (2) The antibody is ["['QVQLQESGPGLVKPSETLSLTCTVSGFSLTNYGIHWIRQPPGKGLEWLGVIWARGFTNYNSALMSRLTISKDNSKNQVSLKLSSVTAADTAVYYCARANDGVYYAMDYWGQGTLVTVSS'\\n 'DFVMTQSPAFLSVTPGEKVTITCSAQSSVNYIHWYQQKPDQAPKKLIYDTSKLASGVPSRFSGSGSGTDYTFTISSLEAEDAATYYCQQWTTNPLTFGQGTKVEIK']"]. Developability metrics: CDR_Length=45.0, PSH=108, PPC=0.150, PNC=0.0666, SFvCSP=0. (3) The antibody is ["['EVQLVESGGGLVQPGGSLRLSCAASGYTFTSYNMHWVRQAPGKGLEWVGAIYPGNGDTSYNQKFKGRFTISVDKSKNTLYLQMNSLRAEDTAVYYCARVVYYSNSYWYFDVWGQGTLVTVSS'\\n 'DIQMTQSPSSLSASVGDRVTITCRASSSVSYMHWYQQKPGKAPKPLIYAPSNLASGVPSRFSGSGSGTDFTLTISSLQPEDFATYYCQQWSFNPPTFGQGTKVEIK']"]. Developability metrics: CDR_Length=48.0, PSH=85.6, PPC=0, PNC=0, SFvCSP=12.0. (4) The antibody is ["['QVQLVQSGAEVKKPGASVKVSCKASGHIFSNYWIQWVRQAPGQGLEWMGEILPGSGHTEYTENFKDRVTMTRDTSTSTVYMELSSLRSEDTAVYYCARYFFGSSPNWYFDVWGQGTLVTVSS'\\n 'DIQMTQSPSSLSASVGDRVTITCGASENIYGALNWYQQKPGKAPKLLIYGATNLADGVPSRFSGSGSGTDFTLTISSLQPEDFATYYCQNVLNTPLTFGQGTKVEIK']"]. Developability metrics: CDR_Length=49.0, PSH=117, PPC=0.0124, PNC=0.430, SFvCSP=0. (5) Developability metrics: CDR_Length=49.0, PSH=112, PPC=0.245, PNC=0.235, SFvCSP=6.30. The antibody is ["['QVQLVQSGAEVKKPGASVKVSCKASGFNIKDTYIHWVRQAPGQRLEWMGRIDPANGYTKYDPKFQGRVTITADTSASTAYMELSSLRSEDTAVYYCAREGYYGNYGVYAMDYWGQGTLVTVSS'\\n 'DIQMTQSPSSLSASVGDRVTITCKTSQDINKYMAWYQQTPGKAPRLLIHYTSALQPGIPSRFSGSGSGRDYTFTISSLQPEDIATYYCLQYDNLWTFGQGTKVEIK']"]. (6) The antibody is ["['QVQLVQSGSELKKPGASVKVSCKASGYTFTNYGMNWVRQAPGQGLEWMGWINTYTGEPTYADDFTGRFVFSLDTSVSTAYLQISSLKAEDTAVYYCARNPINYYGINYEGYVMDYWGQGTLVTVSS'\\n 'DIVMTQSPDSLAVSLGERATINCKSSHSVLYSSNQKNYLAWYQQKPGQPPKLLIYWASTRESGVPDRFSGSGSGTDFTLTISSLQAEDVAVYYCHQYLSSLTFGQGTKLEIK']"]. Developability metrics: CDR_Length=58.0, PSH=141, PPC=0, PNC=0.0660, SFvCSP=-1.10. (7) The antibody is ["['QVQLVQSGAEVKKPGSSVKVSCKASGYTFSSNVISWVRQAPGQGLEWMGGVIPIVDIANYAQRFKGRVTITADESTSTTYMELSSLRSEDTAVYYCASTLGLVLDAMDYWGQGTLVTVSS'\\n 'ETVLTQSPGTLSLSPGERATLSCRASQSLGSSYLAWYQQKPGQAPRLLIYGASSRAPGIPDRFSGSGSGTDFTLTISRLEPEDFAVYYCQQYADSPITFGQGTRLEIK']"]. Developability metrics: CDR_Length=48.0, PSH=147, PPC=0, PNC=1.30, SFvCSP=-4.00.